This data is from Full USPTO retrosynthesis dataset with 1.9M reactions from patents (1976-2016). The task is: Predict the reactants needed to synthesize the given product. (1) Given the product [NH2:46][C:35]1[O:36][C:37]2[C:38](=[N:39][CH:40]=[C:41]([CH2:43][CH2:44][CH3:45])[CH:42]=2)[C:34]=1[C:32]([NH:31][C:26]1[CH:27]=[N:28][CH:29]=[CH:30][C:25]=1[N:18]1[CH2:19][C@H:20]([CH3:24])[C@@:21]([OH:23])([CH3:22])[C@H:16]([NH2:15])[CH2:17]1)=[O:33], predict the reactants needed to synthesize it. The reactants are: Cl.O1CCOCC1.C(OC([NH:15][C@H:16]1[C@:21]([OH:23])([CH3:22])[C@@H:20]([CH3:24])[CH2:19][N:18]([C:25]2[CH:30]=[CH:29][N:28]=[CH:27][C:26]=2[NH:31][C:32]([C:34]2[C:38]3=[N:39][CH:40]=[C:41]([CH2:43][CH2:44][CH3:45])[CH:42]=[C:37]3[O:36][C:35]=2[NH:46]C(=O)OC(C)(C)C)=[O:33])[CH2:17]1)=O)(C)(C)C. (2) Given the product [Cl:1][C:2]1[C:3]([CH3:15])=[C:4]2[C:5]([C:11]([CH3:12])([CH3:13])[CH2:10][C:9](=[O:14])[NH:8]2)=[CH:6][C:7]=1[C:22](=[O:23])[CH2:21][Cl:20], predict the reactants needed to synthesize it. The reactants are: [Cl:1][C:2]1[C:3]([CH3:15])=[C:4]([NH:8][C:9](=[O:14])[CH:10]=[C:11]([CH3:13])[CH3:12])[CH:5]=[CH:6][CH:7]=1.[Cl-].[Al+3].[Cl-].[Cl-].[Cl:20][CH2:21][C:22](Cl)=[O:23]. (3) Given the product [Br:1][C:2]1[C:3]([Cl:10])=[C:4]([CH:5]=[C:6]([CH3:8])[CH:7]=1)[NH2:24], predict the reactants needed to synthesize it. The reactants are: [Br:1][C:2]1[CH:7]=[C:6]([CH3:8])[CH:5]=[C:4](Br)[C:3]=1[Cl:10].C(=[NH:24])(C1C=CC=CC=1)C1C=CC=CC=1.CC(C)([O-])C.[Na+].C1C=CC(P(C2C=CC3C(=CC=CC=3)C=2C2C3C(=CC=CC=3)C=CC=2P(C2C=CC=CC=2)C2C=CC=CC=2)C2C=CC=CC=2)=CC=1.Cl.